Dataset: CYP3A4 inhibition data for predicting drug metabolism from PubChem BioAssay. Task: Regression/Classification. Given a drug SMILES string, predict its absorption, distribution, metabolism, or excretion properties. Task type varies by dataset: regression for continuous measurements (e.g., permeability, clearance, half-life) or binary classification for categorical outcomes (e.g., BBB penetration, CYP inhibition). Dataset: cyp3a4_veith. (1) The compound is COc1ccc(C2C(C(=O)c3ccco3)=C(O)C(=O)N2Cc2cccnc2)cc1OC. The result is 0 (non-inhibitor). (2) The compound is CO[C@@H]1C[C@H](O[C@H]2[C@@H](C)[C@H](O[C@@H]3O[C@@H](C)C[C@@H](N(C)C)[C@@H]3OC(C)=O)[C@H](C)C[C@]3(CO3)C(=O)[C@H](C)[C@H](OC(C)=O)[C@H](C)[C@H](C)OC(=O)[C@@H]2C)O[C@H](C)[C@@H]1OC(C)=O. The result is 1 (inhibitor). (3) The drug is CCCCC#Cc1nc(NC)c2ncn([C@@H]3O[C@@H](CO)[C@H](O)[C@H]3O)c2n1. The result is 0 (non-inhibitor). (4) The drug is CN(Cc1ccco1)c1nc(-c2ccc3c(c2)OCO3)nc2ccccc12. The result is 1 (inhibitor).